Dataset: Catalyst prediction with 721,799 reactions and 888 catalyst types from USPTO. Task: Predict which catalyst facilitates the given reaction. (1) Reactant: Cl[C:2]1[C:11]2[C:6](=[CH:7][C:8]([O:14][CH3:15])=[C:9]([O:12][CH3:13])[CH:10]=2)[N:5]=[CH:4][C:3]=1[C:16]([NH2:18])=[O:17].[NH2:19][CH:20]1[C:28]2[C:23](=[CH:24][CH:25]=[CH:26][CH:27]=2)[CH2:22][CH2:21]1. Product: [CH:20]1([NH:19][C:2]2[C:11]3[C:6](=[CH:7][C:8]([O:14][CH3:15])=[C:9]([O:12][CH3:13])[CH:10]=3)[N:5]=[CH:4][C:3]=2[C:16]([NH2:18])=[O:17])[C:28]2[C:23](=[CH:24][CH:25]=[CH:26][CH:27]=2)[CH2:22][CH2:21]1. The catalyst class is: 3. (2) Reactant: [OH:1][CH2:2][C:3]#[C:4][C:5]1[CH:14]=[C:13]2[C:8]([CH:9]=[CH:10][C:11](=[O:15])[O:12]2)=[CH:7][CH:6]=1. Product: [OH:1][CH2:2][CH2:3][CH2:4][C:5]1[CH:14]=[C:13]2[C:8]([CH:9]=[CH:10][C:11](=[O:15])[O:12]2)=[CH:7][CH:6]=1. The catalyst class is: 19. (3) Reactant: [F:1][CH:2]([F:13])[C:3]1[N:4]=[C:5]([C:8]([O:10][CH2:11][CH3:12])=[O:9])[NH:6][CH:7]=1.[Br:14][C:15]1[CH:16]=[CH:17][C:18]([F:36])=[C:19]([C@:21]2([CH3:35])[CH2:25]OS(=O)(=O)[N:22]2[C:28]([O:30][C:31]([CH3:34])([CH3:33])[CH3:32])=[O:29])[CH:20]=1.C([O-])([O-])=O.[K+].[K+]. Product: [Br:14][C:15]1[CH:16]=[CH:17][C:18]([F:36])=[C:19]([C@:21]([NH:22][C:28]([O:30][C:31]([CH3:34])([CH3:33])[CH3:32])=[O:29])([CH3:25])[CH2:35][N:6]2[CH:7]=[C:3]([CH:2]([F:1])[F:13])[N:4]=[C:5]2[C:8]([O:10][CH2:11][CH3:12])=[O:9])[CH:20]=1. The catalyst class is: 3. (4) Reactant: C(NC(C)C)(C)C.C([Li])CCC.[CH3:13][C:14]1[C:19]([C:20]2[N:21]([C:29]3[CH:34]=[CH:33][C:32]([S:35]([CH3:38])(=[O:37])=[O:36])=[CH:31][CH:30]=3)[CH:22]=[C:23]([C:25]([F:28])([F:27])[F:26])[N:24]=2)=[CH:18][CH:17]=[CH:16][N:15]=1.I[CH2:40][Si:41]([CH3:44])([CH3:43])[CH3:42]. Product: [CH3:13][C:14]1[C:19]([C:20]2[N:21]([C:29]3[CH:34]=[CH:33][C:32]([S:35]([CH2:38][CH2:40][Si:41]([CH3:44])([CH3:43])[CH3:42])(=[O:37])=[O:36])=[CH:31][CH:30]=3)[CH:22]=[C:23]([C:25]([F:27])([F:28])[F:26])[N:24]=2)=[CH:18][CH:17]=[CH:16][N:15]=1. The catalyst class is: 1.